This data is from NCI-60 drug combinations with 297,098 pairs across 59 cell lines. The task is: Regression. Given two drug SMILES strings and cell line genomic features, predict the synergy score measuring deviation from expected non-interaction effect. Drug 1: C1=CC(=CC=C1CCCC(=O)O)N(CCCl)CCCl. Drug 2: C1C(C(OC1N2C=NC3=C(N=C(N=C32)Cl)N)CO)O. Cell line: MCF7. Synergy scores: CSS=26.6, Synergy_ZIP=0.906, Synergy_Bliss=-1.42, Synergy_Loewe=-3.36, Synergy_HSA=-3.29.